From a dataset of Full USPTO retrosynthesis dataset with 1.9M reactions from patents (1976-2016). Predict the reactants needed to synthesize the given product. Given the product [F:1][C:2]1[CH:7]=[CH:6][C:5]([C:8]2[CH:9]=[C:10]3[C:15](=[CH:16][CH:17]=2)[CH:14]=[C:13]([S:18]([C:21]2[C:26]([CH2:27][NH:28][S:29]([C:31]([CH3:34])([CH3:33])[CH3:32])=[O:30])=[CH:25][CH:24]=[CH:23][N:22]=2)(=[O:20])=[O:19])[CH:12]=[CH:11]3)=[CH:4][CH:3]=1, predict the reactants needed to synthesize it. The reactants are: [F:1][C:2]1[CH:7]=[CH:6][C:5]([C:8]2[CH:9]=[C:10]3[C:15](=[CH:16][CH:17]=2)[CH:14]=[C:13]([S:18]([C:21]2[C:26](/[CH:27]=[N:28]/[S:29]([C:31]([CH3:34])([CH3:33])[CH3:32])=[O:30])=[CH:25][CH:24]=[CH:23][N:22]=2)(=[O:20])=[O:19])[CH:12]=[CH:11]3)=[CH:4][CH:3]=1.[BH4-].[Na+].O.